From a dataset of Forward reaction prediction with 1.9M reactions from USPTO patents (1976-2016). Predict the product of the given reaction. (1) Given the reactants [C:1]([C:3]1[CH:4]=[C:5]([CH:30]=[CH:31][CH:32]=1)[C:6]([NH:8][C:9]1[N:10]=[N:11][C:12]([N:15]2[C:19]([C:20]([F:23])([F:22])[F:21])=[CH:18][C:17]([C:24]3[CH:25]=[N:26][CH:27]=[CH:28][CH:29]=3)=[N:16]2)=[CH:13][CH:14]=1)=[O:7])#[N:2].[N:33]([Si](C)(C)C)=[N+:34]=[N-:35].C([Sn](=O)CCCC)CCC.O, predict the reaction product. The product is: [N:26]1[CH:27]=[CH:28][CH:29]=[C:24]([C:17]2[CH:18]=[C:19]([C:20]([F:21])([F:23])[F:22])[N:15]([C:12]3[N:11]=[N:10][C:9]([NH:8][C:6](=[O:7])[C:5]4[CH:30]=[CH:31][CH:32]=[C:3]([C:1]5[NH:35][N:34]=[N:33][N:2]=5)[CH:4]=4)=[CH:14][CH:13]=3)[N:16]=2)[CH:25]=1. (2) Given the reactants [Cl:1][C:2]1[N:6]2[CH:7]=[C:8]([CH:15]3[CH2:17][CH2:16]3)[CH:9]=[C:10]([C:11]([F:14])([F:13])[F:12])[C:5]2=[N:4][C:3]=1[C:18](O)=[O:19].[CH3:21][C@@H:22]1[O:26][C:25](=[O:27])[N:24]([CH:28]2[CH2:33][CH2:32][NH:31][CH2:30][CH2:29]2)[C:23]1=[O:34].C(N(CC)C(C)C)(C)C.CN(C(ON1N=NC2C=CC=NC1=2)=[N+](C)C)C.F[P-](F)(F)(F)(F)F, predict the reaction product. The product is: [Cl:1][C:2]1[N:6]2[CH:7]=[C:8]([CH:15]3[CH2:17][CH2:16]3)[CH:9]=[C:10]([C:11]([F:13])([F:14])[F:12])[C:5]2=[N:4][C:3]=1[C:18]([N:31]1[CH2:30][CH2:29][CH:28]([N:24]2[C:23](=[O:34])[C@H:22]([CH3:21])[O:26][C:25]2=[O:27])[CH2:33][CH2:32]1)=[O:19]. (3) Given the reactants [NH2:1][CH2:2][C:3]([O:5][CH2:6][C:7]1[CH:12]=[CH:11][CH:10]=[CH:9][CH:8]=1)=[O:4].C(N(CC)CC)C.[N+](C1C=C([N+]([O-])=O)C=CC=1C(NCC(OCC1C=CC=CC=1)=O)=O)([O-])=O.[N+:46]([C:49]1[CH:50]=[C:51]([CH:55]=[CH:56][C:57]=1[N+:58]([O-:60])=[O:59])[C:52](Cl)=[O:53])([O-:48])=[O:47], predict the reaction product. The product is: [N+:46]([C:49]1[CH:50]=[C:51]([CH:55]=[CH:56][C:57]=1[N+:58]([O-:60])=[O:59])[C:52]([NH:1][CH2:2][C:3]([O:5][CH2:6][C:7]1[CH:12]=[CH:11][CH:10]=[CH:9][CH:8]=1)=[O:4])=[O:53])([O-:48])=[O:47]. (4) Given the reactants CS(O[CH2:6][CH2:7][CH2:8][CH2:9][O:10][C:11]1[CH:20]=[CH:19][C:18]2[CH2:17][CH2:16][C:15](=[O:21])[NH:14][C:13]=2[N:12]=1)(=O)=O.C(=O)([O-])[O-].[K+].[K+].[CH2:28]1[C:37]2[C:32](=[CH:33][CH:34]=[CH:35][CH:36]=2)[CH2:31][CH2:30][NH:29]1.[I-].[Na+], predict the reaction product. The product is: [CH2:28]1[C:37]2[C:32](=[CH:33][CH:34]=[CH:35][CH:36]=2)[CH2:31][CH2:30][N:29]1[CH2:6][CH2:7][CH2:8][CH2:9][O:10][C:11]1[N:12]=[C:13]2[C:18]([CH2:17][CH2:16][C:15](=[O:21])[NH:14]2)=[CH:19][CH:20]=1.